From a dataset of Full USPTO retrosynthesis dataset with 1.9M reactions from patents (1976-2016). Predict the reactants needed to synthesize the given product. (1) Given the product [OH:51][CH:49]1[CH2:48][N:47]([CH2:46][C@@H:45]([N:44]([CH3:43])[C:5](=[O:7])[C:4]2[CH:8]=[CH:9][C:10]([CH3:11])=[C:2]([CH3:1])[CH:3]=2)[CH2:52][CH2:53][CH3:54])[CH2:50]1, predict the reactants needed to synthesize it. The reactants are: [CH3:1][C:2]1[CH:3]=[C:4]([CH:8]=[CH:9][C:10]=1[CH3:11])[C:5]([OH:7])=O.CN(C(ON1N=NC2C=CC=CC1=2)=[N+](C)C)C.[B-](F)(F)(F)F.CCN(C(C)C)C(C)C.[CH3:43][NH:44][C@@H:45]([CH2:52][CH2:53][CH3:54])[CH2:46][N:47]1[CH2:50][CH:49]([OH:51])[CH2:48]1. (2) Given the product [F:29][C:4]1[CH:3]=[C:2]([NH:1][C:55]([NH:54][C:52](=[O:53])[CH2:51][C:45]2[CH:46]=[CH:47][CH:48]=[CH:49][CH:50]=2)=[S:56])[CH:28]=[CH:27][C:5]=1[O:6][C:7]1[N:12]=[CH:11][N:10]=[C:9]([NH:13][C:14]([N:16]2[CH2:21][CH2:20][CH:19]([CH2:22][N:23]3[CH2:26][CH2:25][CH2:24]3)[CH2:18][CH2:17]2)=[O:15])[CH:8]=1, predict the reactants needed to synthesize it. The reactants are: [NH2:1][C:2]1[CH:28]=[CH:27][C:5]([O:6][C:7]2[N:12]=[CH:11][N:10]=[C:9]([NH:13][C:14]([N:16]3[CH2:21][CH2:20][CH:19]([CH2:22][N:23]4[CH2:26][CH2:25][CH2:24]4)[CH2:18][CH2:17]3)=[O:15])[CH:8]=2)=[C:4]([F:29])[CH:3]=1.[C@]12(CS(O)(=O)=O)C(C)(C)C(CC1)CC2=O.[C:45]1([CH2:51][C:52]([N:54]=[C:55]=[S:56])=[O:53])[CH:50]=[CH:49][CH:48]=[CH:47][CH:46]=1.C(OCC)C. (3) Given the product [CH2:15]([N:18]([C:12](=[O:14])[CH2:11][CH:8]1[CH2:7][CH2:6][N:5]([S:2]([CH3:1])(=[O:3])=[O:4])[CH2:10][CH2:9]1)[CH:19]1[CH2:20][CH2:21][N:22]([C:25]([O:27][C:28]([CH3:31])([CH3:30])[CH3:29])=[O:26])[CH2:23][CH2:24]1)[CH:16]=[CH2:17], predict the reactants needed to synthesize it. The reactants are: [CH3:1][S:2]([N:5]1[CH2:10][CH2:9][CH:8]([CH2:11][C:12]([OH:14])=O)[CH2:7][CH2:6]1)(=[O:4])=[O:3].[CH2:15]([NH:18][CH:19]1[CH2:24][CH2:23][N:22]([C:25]([O:27][C:28]([CH3:31])([CH3:30])[CH3:29])=[O:26])[CH2:21][CH2:20]1)[CH:16]=[CH2:17].C(N(CC)CC)C.C([O-])(O)=O.[Na+]. (4) Given the product [CH3:21][N:22]1[CH2:27][CH2:26][N:25]([C:2]2=[N:3][C:4]3[CH:16]=[C:15]([C:17]([O:19][CH3:20])=[O:18])[CH:14]=[CH:13][C:5]=3[O:6][C:7]3[CH:12]=[CH:11][CH:10]=[CH:9][C:8]2=3)[CH2:24][CH2:23]1, predict the reactants needed to synthesize it. The reactants are: Cl[C:2]1=[N:3][C:4]2[CH:16]=[C:15]([C:17]([O:19][CH3:20])=[O:18])[CH:14]=[CH:13][C:5]=2[O:6][C:7]2[CH:12]=[CH:11][CH:10]=[CH:9][C:8]1=2.[CH3:21][N:22]1[CH2:27][CH2:26][NH:25][CH2:24][CH2:23]1. (5) Given the product [CH2:9]([NH:8][CH2:2][CH:3]([CH3:19])[CH2:4][CH2:5][CH2:6][CH3:7])[C:10]1[CH:15]=[CH:14][CH:13]=[CH:12][CH:11]=1, predict the reactants needed to synthesize it. The reactants are: C[CH:2]([NH2:8])[CH2:3][CH2:4][CH2:5][CH2:6][CH3:7].[CH:9](=O)[C:10]1[CH:15]=[CH:14][CH:13]=[CH:12][CH:11]=1.[H][H].[CH3:19]O.